From a dataset of Forward reaction prediction with 1.9M reactions from USPTO patents (1976-2016). Predict the product of the given reaction. (1) Given the reactants Cl[C:2]1[N:3]=[C:4]2[S:11][C:10]([CH2:12][CH3:13])=[N:9][N:5]2[C:6](=[O:8])[CH:7]=1.[N:14]1([C:20]([O:22][C:23]([CH3:26])([CH3:25])[CH3:24])=[O:21])[CH2:19][CH2:18][NH:17][CH2:16][CH2:15]1.C(N(CC)C(C)C)(C)C, predict the reaction product. The product is: [CH2:12]([C:10]1[S:11][C:4]2=[N:3][C:2]([N:17]3[CH2:16][CH2:15][N:14]([C:20]([O:22][C:23]([CH3:26])([CH3:25])[CH3:24])=[O:21])[CH2:19][CH2:18]3)=[CH:7][C:6](=[O:8])[N:5]2[N:9]=1)[CH3:13]. (2) Given the reactants [NH:1]1[CH2:6][CH2:5][O:4][CH2:3][CH2:2]1.[CH:7]([Si:10]([CH:19]([CH3:21])[CH3:20])([CH:16]([CH3:18])[CH3:17])[N:11]1[CH:15]=[CH:14][CH:13]=[CH:12]1)([CH3:9])[CH3:8].[CH2:22]=O.[OH-].[Na+], predict the reaction product. The product is: [CH:19]([Si:10]([CH:7]([CH3:9])[CH3:8])([CH:16]([CH3:18])[CH3:17])[N:11]1[CH:15]=[CH:14][C:13]([CH2:22][N:1]2[CH2:6][CH2:5][O:4][CH2:3][CH2:2]2)=[CH:12]1)([CH3:21])[CH3:20].